Predict the reaction yield, written as a fraction of the theoretical maximum amount of product (1.0 means a 100% yield; for example, 0.34 means a 34% yield). From a dataset of Reaction yield outcomes from USPTO patents with 853,638 reactions. (1) The reactants are [F:1][C:2]1[C:7]2[NH:8]C(=O)O[C:11](=[O:12])[C:6]=2[CH:5]=[CH:4][CH:3]=1.O1CCCC1.[CH2:19]([NH2:22])[C:20]#[CH:21]. No catalyst specified. The product is [NH2:8][C:7]1[C:2]([F:1])=[CH:3][CH:4]=[CH:5][C:6]=1[C:11]([NH:22][CH2:19][C:20]#[CH:21])=[O:12]. The yield is 0.790. (2) The reactants are [O:1]1[C:9]2[C:4](=[N:5][CH:6]=[C:7]([OH:10])[CH:8]=2)[O:3][CH2:2]1.C([Mg]Cl)(C)C.[F:16][C:17]([F:36])([F:35])[C:18]1[O:22][C:21]([CH2:23][N:24]2[C:32]3[C:27](=[CH:28][CH:29]=[CH:30][CH:31]=3)[C:26](=[O:33])[C:25]2=[O:34])=[CH:20][CH:19]=1. The catalyst is O1CCCC1. The product is [OH:33][C:26]1([C:6]2[N:5]=[C:4]3[O:3][CH2:2][O:1][C:9]3=[CH:8][C:7]=2[OH:10])[C:27]2[C:32](=[CH:31][CH:30]=[CH:29][CH:28]=2)[N:24]([CH2:23][C:21]2[O:22][C:18]([C:17]([F:35])([F:16])[F:36])=[CH:19][CH:20]=2)[C:25]1=[O:34]. The yield is 0.730. (3) The reactants are [NH2:1][C:2]1[C:7]2[C:8](=[O:20])[N:9]([C:13]3[CH:18]=[CH:17][C:16](Br)=[CH:15][CH:14]=3)[CH2:10][CH2:11][O:12][C:6]=2[N:5]=[CH:4][N:3]=1.[Cl:21][C:22]1[CH:27]=[C:26]([CH2:28][S:29]([CH3:32])(=[O:31])=[O:30])[CH:25]=[CH:24][C:23]=1B1OC(C)(C)C(C)(C)O1.P([O-])([O-])([O-])=O.[K+].[K+].[K+].CO. The catalyst is COCCOC.Cl[Pd]Cl.C1(P(C2C=CC=CC=2)[C-]2C=CC=C2)C=CC=CC=1.[C-]1(P(C2C=CC=CC=2)C2C=CC=CC=2)C=CC=C1.[Fe+2].O. The product is [NH2:1][C:2]1[C:7]2[C:8](=[O:20])[N:9]([C:13]3[CH:18]=[CH:17][C:16]([C:23]4[CH:24]=[CH:25][C:26]([CH2:28][S:29]([CH3:32])(=[O:31])=[O:30])=[CH:27][C:22]=4[Cl:21])=[CH:15][CH:14]=3)[CH2:10][CH2:11][O:12][C:6]=2[N:5]=[CH:4][N:3]=1. The yield is 0.0767. (4) The product is [NH2:1][C:2]1[N:7]([C:8]2[CH:9]=[N:10][C:11]3[C:16]([CH:17]=2)=[CH:15][CH:14]=[CH:13][CH:12]=3)[C:6](=[S:18])[NH:5][C:4](=[O:19])[C:3]=1[N:20]=[O:21]. The catalyst is C(O)(=O)C.O. The reactants are [NH2:1][C:2]1[N:7]([C:8]2[CH:9]=[N:10][C:11]3[C:16]([CH:17]=2)=[CH:15][CH:14]=[CH:13][CH:12]=3)[C:6](=[S:18])[NH:5][C:4](=[O:19])[CH:3]=1.[N:20]([O-])=[O:21].[Na+]. The yield is 0.650. (5) The yield is 0.670. The product is [OH:20][CH2:19][CH2:18][CH2:17][C:14]1[C:15](=[O:16])[N:10]([CH2:9][C:6]2[CH:5]=[CH:4][C:3]([O:2][CH3:1])=[CH:8][CH:7]=2)[NH:11][C:12](=[O:26])[CH:13]=1. The reactants are [CH3:1][O:2][C:3]1[CH:8]=[CH:7][C:6]([CH2:9][N:10]2[C:15](=[O:16])[C:14]([CH2:17][CH2:18][C:19](OCCCC)=[O:20])=[CH:13][C:12](=[O:26])[NH:11]2)=[CH:5][CH:4]=1.[H-].[Al+3].[Li+].[H-].[H-].[H-].C1COCC1.Cl. The catalyst is O1CCOCC1. (6) The reactants are [CH3:1][O:2][C:3]1[CH:4]=[C:5]([C:9]2([C:12]([OH:14])=O)[CH2:11][CH2:10]2)[CH:6]=[CH:7][CH:8]=1.S(Cl)(Cl)=O.[CH3:19][O:20][C:21]1[N:26]=[CH:25][C:24]([C:27]2[C:32]([CH3:33])=[CH:31][CH:30]=[C:29]([NH2:34])[N:28]=2)=[CH:23][C:22]=1[CH3:35].C(N(CC)CC)C. The catalyst is ClCCl.CN(C=O)C. The product is [CH3:19][O:20][C:21]1[N:26]=[CH:25][C:24]([C:27]2[C:32]([CH3:33])=[CH:31][CH:30]=[C:29]([NH:34][C:12]([C:9]3([C:5]4[CH:6]=[CH:7][CH:8]=[C:3]([O:2][CH3:1])[CH:4]=4)[CH2:10][CH2:11]3)=[O:14])[N:28]=2)=[CH:23][C:22]=1[CH3:35]. The yield is 0.500. (7) The reactants are ClC(Cl)(O[C:5](=[O:11])OC(Cl)(Cl)Cl)Cl.[CH2:13]([N:15]1[C:19]2[N:20]=[C:21]([C:31]3[CH:37]=[CH:36][C:34]([NH2:35])=[CH:33][CH:32]=3)[N:22]=[C:23]([N:24]3[CH2:29][CH2:28][O:27][CH2:26][C@@H:25]3[CH3:30])[C:18]=2[N:17]=[N:16]1)[CH3:14].[NH2:38][C:39]1[CH:46]=[CH:45][C:42]([C:43]#[N:44])=[CH:41][CH:40]=1.CCN(CC)CC. The catalyst is C(Cl)Cl. The product is [C:43]([C:42]1[CH:45]=[CH:46][C:39]([NH:38][C:5]([NH:35][C:34]2[CH:36]=[CH:37][C:31]([C:21]3[N:22]=[C:23]([N:24]4[CH2:29][CH2:28][O:27][CH2:26][C@@H:25]4[CH3:30])[C:18]4[N:17]=[N:16][N:15]([CH2:13][CH3:14])[C:19]=4[N:20]=3)=[CH:32][CH:33]=2)=[O:11])=[CH:40][CH:41]=1)#[N:44]. The yield is 0.210. (8) The reactants are [CH3:1][C:2]([S@@:5]([NH2:7])=[O:6])([CH3:4])[CH3:3].[O:8]1[C:12]2([CH2:17][CH2:16][C:15](=O)[CH2:14][CH2:13]2)[O:11][CH2:10][CH2:9]1.C(=O)(O)[O-].[Na+].S([O-])([O-])(=O)=O.[Mg+2]. The catalyst is O1CCCC1.[O-]CC.[Ti+4].[O-]CC.[O-]CC.[O-]CC.C(#N)C. The product is [O:8]1[C:12]2([CH2:17][CH2:16][C:15](=[N:7][S:5]([C:2]([CH3:4])([CH3:3])[CH3:1])=[O:6])[CH2:14][CH2:13]2)[O:11][CH2:10][CH2:9]1. The yield is 0.280. (9) The reactants are [N+]([O-])([O-])=O.[Na+].N[C:7]1[CH:16]=[CH:15][C:10]([C:11]([O:13][CH3:14])=[O:12])=[C:9]([Cl:17])[CH:8]=1.C(O)(=O)C.[S:22](=[O:24])=[O:23].[ClH:25]. The catalyst is O.Cl[Cu]. The product is [Cl:17][C:9]1[CH:8]=[C:7]([S:22]([Cl:25])(=[O:24])=[O:23])[CH:16]=[CH:15][C:10]=1[C:11]([O:13][CH3:14])=[O:12]. The yield is 0.786. (10) The reactants are [NH2:1][C:2]1[CH:7]=[CH:6][C:5]([C:8]2[N:9]([CH:24]3[CH2:27][CH2:26][CH2:25]3)[C:10]3[C:15]([C:16]=2[C:17]#[N:18])=[CH:14][CH:13]=[C:12]([O:19][CH2:20][CH2:21][O:22][CH3:23])[CH:11]=3)=[CH:4][CH:3]=1.C([O-])([O-])=O.[K+].[K+].Cl[C:35]([O:37][C:38]1[CH:43]=[CH:42][C:41]([O:44][CH3:45])=[CH:40][CH:39]=1)=[O:36]. The yield is 0.980. The catalyst is CCOC(C)=O. The product is [CH3:45][O:44][C:41]1[CH:42]=[CH:43][C:38]([O:37][C:35](=[O:36])[NH:1][C:2]2[CH:3]=[CH:4][C:5]([C:8]3[N:9]([CH:24]4[CH2:27][CH2:26][CH2:25]4)[C:10]4[C:15]([C:16]=3[C:17]#[N:18])=[CH:14][CH:13]=[C:12]([O:19][CH2:20][CH2:21][O:22][CH3:23])[CH:11]=4)=[CH:6][CH:7]=2)=[CH:39][CH:40]=1.